This data is from Full USPTO retrosynthesis dataset with 1.9M reactions from patents (1976-2016). The task is: Predict the reactants needed to synthesize the given product. Given the product [ClH:1].[CH3:2][N:3]1[C:7]2[CH2:8][CH2:9][NH:10][CH2:11][CH2:12][C:6]=2[C:5]2[CH:20]=[CH:21][C:22]([N:24]3[CH:29]=[CH:28][C:27]([C:30]4[CH:35]=[CH:34][C:33]([C:36]([F:39])([F:38])[F:37])=[CH:32][N:31]=4)=[CH:26][C:25]3=[O:40])=[N:23][C:4]1=2, predict the reactants needed to synthesize it. The reactants are: [ClH:1].[CH3:2][N:3]1[C:7]2[CH2:8][CH2:9][N:10](C(OC(C)(C)C)=O)[CH2:11][CH2:12][C:6]=2[C:5]2[CH:20]=[CH:21][C:22]([N:24]3[CH:29]=[CH:28][C:27]([C:30]4[CH:35]=[CH:34][C:33]([C:36]([F:39])([F:38])[F:37])=[CH:32][N:31]=4)=[CH:26][C:25]3=[O:40])=[N:23][C:4]1=2.